Task: Predict the product of the given reaction.. Dataset: Forward reaction prediction with 1.9M reactions from USPTO patents (1976-2016) (1) Given the reactants [NH2:1][C:2]1[CH:31]=[CH:30][C:5]([O:6][CH:7]2[CH2:12][CH2:11][N:10]([CH2:13][C:14]3[CH:19]=[CH:18][C:17]([C:20]([OH:29])([C:25]([F:28])([F:27])[F:26])[C:21]([F:24])([F:23])[F:22])=[CH:16][CH:15]=3)[CH2:9][CH2:8]2)=[CH:4][CH:3]=1.[C:32](Cl)(=O)[O:33]C1C=CC([N+]([O-])=O)=CC=1.[CH:45]1([CH2:48][NH2:49])[CH2:47][CH2:46]1.C(N(CC)CC)C, predict the reaction product. The product is: [CH:45]1([CH2:48][NH:49][C:32]([NH:1][C:2]2[CH:3]=[CH:4][C:5]([O:6][CH:7]3[CH2:12][CH2:11][N:10]([CH2:13][C:14]4[CH:15]=[CH:16][C:17]([C:20]([OH:29])([C:21]([F:22])([F:23])[F:24])[C:25]([F:28])([F:26])[F:27])=[CH:18][CH:19]=4)[CH2:9][CH2:8]3)=[CH:30][CH:31]=2)=[O:33])[CH2:47][CH2:46]1. (2) The product is: [CH2:1]([O:3][C:16]([C:9]1[C:8]([O:7][CH2:5][CH3:6])=[C:13]([OH:14])[N:12]=[C:11]([OH:15])[N:10]=1)=[O:17])[CH3:2]. Given the reactants [C:1](Cl)(=[O:3])[CH3:2].[CH2:5]([O:7][C:8]1[C:9]([C:16](O)=[O:17])=[N:10][C:11]([OH:15])=[N:12][C:13]=1[OH:14])[CH3:6], predict the reaction product.